This data is from Full USPTO retrosynthesis dataset with 1.9M reactions from patents (1976-2016). The task is: Predict the reactants needed to synthesize the given product. Given the product [CH:15]([C:12]1[CH:13]=[CH:14][C:9]([C:8]2[O:18][C:5](=[O:21])[NH:6][N:7]=2)=[CH:10][CH:11]=1)([CH3:17])[CH3:16], predict the reactants needed to synthesize it. The reactants are: C(OC(=O)[CH2:5][NH:6][NH:7][C:8](=[O:18])[C:9]1[CH:14]=[CH:13][C:12]([CH:15]([CH3:17])[CH3:16])=[CH:11][CH:10]=1)C.P(Cl)(Cl)(Cl)=[O:21].